Dataset: Forward reaction prediction with 1.9M reactions from USPTO patents (1976-2016). Task: Predict the product of the given reaction. (1) The product is: [F:27][C:26]1[CH:25]=[CH:24][CH:23]=[C:22]([F:28])[C:21]=1[N:16]1[C:10]2[N:11]=[C:12]([S:14][CH3:15])[N:13]=[C:8]([C:6]3[CH:7]=[C:2]([NH:1][C:42]([C:38]4[S:37][CH:41]=[CH:40][CH:39]=4)=[O:43])[CH:3]=[CH:4][C:5]=3[CH3:29])[C:9]=2[CH:19]=[CH:18][C:17]1=[O:20]. Given the reactants [NH2:1][C:2]1[CH:3]=[CH:4][C:5]([CH3:29])=[C:6]([C:8]2[C:9]3[CH:19]=[CH:18][C:17](=[O:20])[N:16]([C:21]4[C:26]([F:27])=[CH:25][CH:24]=[CH:23][C:22]=4[F:28])[C:10]=3[N:11]=[C:12]([S:14][CH3:15])[N:13]=2)[CH:7]=1.CCN(CC)CC.[S:37]1[CH:41]=[CH:40][CH:39]=[C:38]1[C:42](Cl)=[O:43], predict the reaction product. (2) Given the reactants [F:1][C:2]1[C:3]([OH:27])=[C:4]([C:8]2[N:13]([CH2:14][CH2:15][C:16]3[CH:21]=[CH:20][CH:19]=[CH:18][CH:17]=3)[C:12](=O)[C:11]([CH2:23][CH2:24][CH3:25])=[C:10]([CH3:26])[N:9]=2)[CH:5]=[CH:6][CH:7]=1.COC1C=CC(P2(SP(C3C=CC(OC)=CC=3)(=S)S2)=[S:37])=CC=1.N1C=CC=CC=1, predict the reaction product. The product is: [F:1][C:2]1[C:3]([OH:27])=[C:4]([C:8]2[N:13]([CH2:14][CH2:15][C:16]3[CH:21]=[CH:20][CH:19]=[CH:18][CH:17]=3)[C:12](=[S:37])[C:11]([CH2:23][CH2:24][CH3:25])=[C:10]([CH3:26])[N:9]=2)[CH:5]=[CH:6][CH:7]=1. (3) The product is: [NH2:8][C:5]1[CH:4]=[N:3][C:2]([NH:1][C:18](=[O:25])[C:19]2[CH:24]=[CH:23][CH:22]=[CH:21][CH:20]=2)=[N:7][CH:6]=1. Given the reactants [NH2:1][C:2]1[N:7]=[CH:6][C:5]([N+:8]([O-])=O)=[CH:4][N:3]=1.C(N(CC)CC)C.[C:18](Cl)(=[O:25])[C:19]1[CH:24]=[CH:23][CH:22]=[CH:21][CH:20]=1, predict the reaction product. (4) Given the reactants [Cl:1][C:2]1[CH:7]=[CH:6][C:5]([C:8]2[C:13]([C:14]([NH2:16])=[O:15])=[CH:12][N:11]=[CH:10][CH:9]=2)=[C:4](F)[CH:3]=1.[H-].[Na+], predict the reaction product. The product is: [Cl:1][C:2]1[CH:7]=[CH:6][C:5]2[C:8]3[C:13](=[CH:12][N:11]=[CH:10][CH:9]=3)[C:14](=[O:15])[NH:16][C:4]=2[CH:3]=1.